The task is: Predict the product of the given reaction.. This data is from Forward reaction prediction with 1.9M reactions from USPTO patents (1976-2016). (1) Given the reactants I[C:2]1[CH:7]=[C:6]([N:8]2[CH2:13][CH2:12][O:11][CH2:10][CH2:9]2)[N:5]=[CH:4][C:3]=1[NH:14][C:15](=[O:20])[C:16]([CH3:19])([CH3:18])[CH3:17].C(=O)([O-])[O-].[Na+].[Na+].[C:27]1([CH3:36])[CH:32]=[CH:31][CH:30]=[CH:29][C:28]=1B(O)O, predict the reaction product. The product is: [CH3:17][C:16]([CH3:19])([CH3:18])[C:15]([NH:14][C:3]1[CH:4]=[N:5][C:6]([N:8]2[CH2:13][CH2:12][O:11][CH2:10][CH2:9]2)=[CH:7][C:2]=1[C:28]1[CH:29]=[CH:30][CH:31]=[CH:32][C:27]=1[CH3:36])=[O:20]. (2) Given the reactants [C:1]1([S:7]([C:10]2([O:13][C:14]3[N:19]=[C:18]([Cl:20])[C:17]([N+:21]([O-])=O)=[CH:16][CH:15]=3)[CH2:12][CH2:11]2)(=[O:9])=[O:8])[CH:6]=[CH:5][CH:4]=[CH:3][CH:2]=1.N#N, predict the reaction product. The product is: [C:1]1([S:7]([C:10]2([O:13][C:14]3[N:19]=[C:18]([Cl:20])[C:17]([NH2:21])=[CH:16][CH:15]=3)[CH2:11][CH2:12]2)(=[O:9])=[O:8])[CH:2]=[CH:3][CH:4]=[CH:5][CH:6]=1.